Dataset: Drug-target binding data from BindingDB using IC50 measurements. Task: Regression. Given a target protein amino acid sequence and a drug SMILES string, predict the binding affinity score between them. We predict pIC50 (pIC50 = -log10(IC50 in M); higher means more potent). Dataset: bindingdb_ic50. (1) The small molecule is Cc1ccc(-n2nc(C(C)(C)C)cc2NC(=O)Nc2cc(-c3ccc(=O)n(C)c3)n[nH]2)cc1. The target protein (Q9QVP9) has sequence MSGVSEPLSRVKVGTLRRPEGPPEPMVVVPVDVEKEDVRILKVCFYSNSFNPGKNFKLVKCTVQTEIQEIITSILLSGRIGPNIQLAECYGLRLKHMKSDEIHWLHPQMTVGEVQDKYECLHVEAEWRYDLQIRYLPEDFMESLKEDRTTLLYFYQQLRNDYMQRYASKVSEGMALQLGCLELRRFFKDMPHNALDKKSNFELLEKEVGLDLFFPKQMQENLKPKQFRKMIQQTFQQYASLREEECVMKFFNTLAGFANIDQETYRCELIQGWNITVDLVIGPKGIRQLTSQDTKPTCLAEFKQIKSIRCLPLEETQAVLQLGIEGAPQSLSIKTSSLAEAENMADLIDGYCRLQGEHKGSLIMHAKKDGEKRNSLPQIPTLNLEARRSHLSESCSIESDIYAEIPDETLRRPGGPQYGVAREEVVLNRILGEGFFGEVYEGVYTNHKGEKINVAVKTCKKDCTQDNKEKFMSEAVIMKNLDHPHIVKLIGIIEEEPTWI.... The pIC50 is 5.6. (2) The small molecule is CNS(=O)(=O)C[C@H]1CC[C@H](N(C)c2ncnc3[nH]ccc23)CC1. The target protein sequence is NPDIVSEKKPATEVDPTHFEKRFLKRIRDLGEGHFGKVELCRYDPEGDNTGEQVAVKSLKPESGGNHIADLKKEIEILRNLYHENIVKYKGICTEDGGNGIKLIMEFLPSGSLKEYLPKNKNKINLKQQLKYAVQICKGMDYLGSRQYVHRDLAARNVLVESEHQVKIGDFGLTKAIETDKEYYTVKDDRDSPVFWYAPECLMQSKFYIASDVWSFGVTLHELLTYCDSDSSPMALFLKMIGPTHGQMTVTRLVNTLKEGKRLPCPPNCPDEVYQLMRKCWEFQPSNRTSF. The pIC50 is 8.0.